Dataset: Forward reaction prediction with 1.9M reactions from USPTO patents (1976-2016). Task: Predict the product of the given reaction. (1) Given the reactants [CH2:1]([C:3]1[CH:8]=[C:7]([CH3:9])[CH:6]=[C:5]([CH2:10][CH3:11])[C:4]=1[C:12](=[O:18])[C:13]([N:15]([CH3:17])[NH2:16])=[O:14])[CH3:2].[F:19][C:20]([F:27])([F:26])[C:21](=O)[CH2:22][S:23][CH3:24].O, predict the reaction product. The product is: [CH2:1]([C:3]1[CH:8]=[C:7]([CH3:9])[CH:6]=[C:5]([CH2:10][CH3:11])[C:4]=1[C:12](=[O:18])[C:13]([N:15]([CH3:17])[N:16]=[C:21]([CH2:22][S:23][CH3:24])[C:20]([F:27])([F:26])[F:19])=[O:14])[CH3:2]. (2) Given the reactants [CH2:1]([O:3][C:4]([CH:6]1[CH2:11][C:10](=[O:12])[CH:9]=[CH:8][O:7]1)=[O:5])[CH3:2].[H][H], predict the reaction product. The product is: [CH2:1]([O:3][C:4]([CH:6]1[CH2:11][C:10](=[O:12])[CH2:9][CH2:8][O:7]1)=[O:5])[CH3:2]. (3) The product is: [Br:1][C:2]1[CH:7]=[CH:6][C:5]([N:8]2[CH2:12][CH2:11][CH:10]([CH2:13][N:23]3[CH2:18][CH2:19][CH2:27][CH2:28]3)[C:9]2=[O:14])=[CH:4][CH:3]=1. Given the reactants [Br:1][C:2]1[CH:7]=[CH:6][C:5]([N:8]2[CH2:12][CH2:11][C:10](=[CH2:13])[C:9]2=[O:14])=[CH:4][CH:3]=1.COC1C=CC=[CH:19][C:18]=1[N:23]1[CH2:28][CH2:27]NCC1.N1CCCC1, predict the reaction product. (4) Given the reactants [O:1]([C:8]1[CH:13]=[CH:12][C:11]([CH2:14][C:15]([OH:17])=O)=[CH:10][CH:9]=1)[C:2]1[CH:7]=[CH:6][CH:5]=[CH:4][CH:3]=1.[CH2:18](Cl)CCl.C1C=CC2N(O)N=NC=2C=1.CCN(CC)CC.[CH3:39][N:40]([CH3:55])[CH2:41][CH2:42][N:43]([CH3:54])[C:44]1[C:52]2[C:47](=[CH:48][CH:49]=[C:50]([NH2:53])[CH:51]=2)[NH:46][N:45]=1, predict the reaction product. The product is: [CH2:2]([O:1][C:8]1[CH:9]=[CH:10][C:11]([CH2:14][C:15]([NH:53][C:50]2[CH:51]=[C:52]3[C:47](=[CH:48][CH:49]=2)[NH:46][N:45]=[C:44]3[N:43]([CH2:42][CH2:41][N:40]([CH3:55])[CH3:39])[CH3:54])=[O:17])=[CH:12][CH:13]=1)[C:7]1[CH:6]=[CH:5][CH:4]=[CH:3][CH:18]=1. (5) Given the reactants Br[C:2]1[CH:3]=[C:4]2[C:9](=[CH:10][CH:11]=1)[N:8]=[CH:7][N:6]([CH3:12])[C:5]2=[O:13].[Cl-].[C:15]([O:19][C:20](=[O:23])[CH2:21][Zn+])([CH3:18])([CH3:17])[CH3:16].C(OCC)C, predict the reaction product. The product is: [CH3:12][N:6]1[C:5](=[O:13])[C:4]2[C:9](=[CH:10][CH:11]=[C:2]([CH2:21][C:20]([O:19][C:15]([CH3:18])([CH3:17])[CH3:16])=[O:23])[CH:3]=2)[N:8]=[CH:7]1.